Dataset: Full USPTO retrosynthesis dataset with 1.9M reactions from patents (1976-2016). Task: Predict the reactants needed to synthesize the given product. (1) Given the product [C:24]([O:27][C:28]([N:9]([C:4]1[CH:5]=[CH:6][C:7]([F:8])=[C:2]([Cl:1])[CH:3]=1)[C:10]1[C:18]2[C:13](=[CH:14][N:15]=[CH:16][CH:17]=2)[S:12][C:11]=1[C:19]([O:21][CH3:22])=[O:20])=[O:29])([CH3:26])([CH3:25])[CH3:23], predict the reactants needed to synthesize it. The reactants are: [Cl:1][C:2]1[CH:3]=[C:4]([NH:9][C:10]2[C:18]3[C:13](=[CH:14][N:15]=[CH:16][CH:17]=3)[S:12][C:11]=2[C:19]([O:21][CH3:22])=[O:20])[CH:5]=[CH:6][C:7]=1[F:8].[CH3:23][C:24]([O:27][C:28](O[C:28]([O:27][C:24]([CH3:26])([CH3:25])[CH3:23])=[O:29])=[O:29])([CH3:26])[CH3:25].O. (2) The reactants are: [CH3:1][C:2]1([CH3:16])[C:6]([CH3:8])([CH3:7])[O:5][B:4]([C:9]2[CH:10]=[C:11]([CH:13]=[CH:14][CH:15]=2)[NH2:12])[O:3]1.[CH3:17][O:18][C:19]1[CH:24]=[C:23]([O:25][CH3:26])[CH:22]=[CH:21][C:20]=1[S:27](Cl)(=[O:29])=[O:28]. Given the product [CH3:17][O:18][C:19]1[CH:24]=[C:23]([O:25][CH3:26])[CH:22]=[CH:21][C:20]=1[S:27]([NH:12][C:11]1[CH:13]=[CH:14][CH:15]=[C:9]([B:4]2[O:3][C:2]([CH3:16])([CH3:1])[C:6]([CH3:7])([CH3:8])[O:5]2)[CH:10]=1)(=[O:28])=[O:29], predict the reactants needed to synthesize it. (3) The reactants are: [F:1][C@H:2]1[CH2:6][N:5]([C:7]2([C:18]3[CH:23]=[CH:22][CH:21]=[CH:20][C:19]=3[O:24][CH3:25])[C:15]3[C:10](=[CH:11][CH:12]=[C:13]([CH3:16])[CH:14]=3)[NH:9][C:8]2=[O:17])[C@H:4]([C:26]([N:28]([CH3:30])[CH3:29])=[O:27])[CH2:3]1.[H-].[Na+].[CH3:33][O:34][C:35]1[CH:40]=[C:39]([O:41][CH3:42])[CH:38]=[CH:37][C:36]=1[S:43](Cl)(=[O:45])=[O:44].C(=O)([O-])[O-].[K+].[K+]. Given the product [CH3:33][O:34][C:35]1[CH:40]=[C:39]([O:41][CH3:42])[CH:38]=[CH:37][C:36]=1[S:43]([N:9]1[C:10]2[C:15](=[CH:14][C:13]([CH3:16])=[CH:12][CH:11]=2)[C:7]([N:5]2[CH2:6][C@H:2]([F:1])[CH2:3][C@H:4]2[C:26]([N:28]([CH3:30])[CH3:29])=[O:27])([C:18]2[CH:23]=[CH:22][CH:21]=[CH:20][C:19]=2[O:24][CH3:25])[C:8]1=[O:17])(=[O:44])=[O:45], predict the reactants needed to synthesize it. (4) Given the product [CH:18]1([NH:7][CH2:6][C:5]([O:4][CH2:2][CH3:3])=[O:8])[CH2:23][CH2:22][CH2:21][CH2:20][CH2:19]1, predict the reactants needed to synthesize it. The reactants are: Cl.[CH2:2]([O:4][C:5](=[O:8])[CH2:6][NH2:7])[CH3:3].C([O-])(=O)C.[Na+].C([BH3-])#N.[Na+].[C:18]1(=O)[CH2:23][CH2:22][CH2:21][CH2:20][CH2:19]1.Cl. (5) Given the product [F:25][CH:16]([C:17]1[CH:24]=[CH:23][CH:22]=[C:19]([C:20]2[NH:32][N:31]=[N:30][N:21]=2)[CH:18]=1)[C:13]1[CH:12]=[CH:11][C:10]([CH2:9][O:8][C:7]2[CH:26]=[CH:27][C:4]([C:1](=[O:3])[CH3:2])=[C:5]([OH:29])[C:6]=2[CH3:28])=[CH:15][CH:14]=1, predict the reactants needed to synthesize it. The reactants are: [C:1]([C:4]1[CH:27]=[CH:26][C:7]([O:8][CH2:9][C:10]2[CH:15]=[CH:14][C:13]([CH:16]([F:25])[C:17]3[CH:18]=[C:19]([CH:22]=[CH:23][CH:24]=3)[C:20]#[N:21])=[CH:12][CH:11]=2)=[C:6]([CH3:28])[C:5]=1[OH:29])(=[O:3])[CH3:2].[N-:30]=[N+:31]=[N-:32].[Na+].CN1CCCC1=O.Cl. (6) Given the product [CH:2]([N:4]1[CH2:9][CH2:8][CH2:7][CH2:6][CH2:5]1)([CH3:3])[CH3:1], predict the reactants needed to synthesize it. The reactants are: [CH2:1]=[CH:2][CH3:3].[N:4]1[CH:9]=[CH:8][CH:7]=[CH:6][CH:5]=1.